From a dataset of Drug-target binding data from BindingDB using IC50 measurements. Regression. Given a target protein amino acid sequence and a drug SMILES string, predict the binding affinity score between them. We predict pIC50 (pIC50 = -log10(IC50 in M); higher means more potent). Dataset: bindingdb_ic50. (1) The compound is Nc1cccc(-c2cnc3ccc(Cl)nn23)c1. The target protein (O35491) has sequence MPHPRRYHSSERGSRGSYHEHYQSRKHKRRRSRSWSSSSDRTRRRRREDSYHVRSRSSYDDHSSDRRLYDRRYCGSYRRNDYSRDRGEAYYDTDFRQSYEYHRENSSYRSQRSSRRKHRRRRRRSRTFSRSSSHSSRRAKSVEDDAEGHLIYHVGDWLQERYEIVSTLGEGTFGRVVQCVDHRRGGTQVALKIIKNVEKYKEAARLEINVLEKINEKDPDNKNLCVQMFDWFDYHGHMCISFELLGLSTFDFLKDNNYLPYPIHQVRHMAFQLCQAVKFLHDNKLTHTDLKPENILFVNSDYELTYNLEKKRDERSVKSTAVRVVDFGSATFDHEHHSTIVSTRHYRAPEVILELGWSQPCDVWSIGCIIFEYYVGFTLFQTHDNREHLAMMERILGPVPSRMIRKTRKQKYFYRGRLDWDENTSAGRYVRENCKPLRRYLTSEAEDHHQLFDLIENMLEYEPAKRLTLGEALQHPFFACLRTEPPNTKLWDSSRDISR. The pIC50 is 5.7. (2) The compound is CC1CCN(C(=O)C(CCn2cccc2C#N)NS(=O)(=O)c2cccc3[nH]ccc23)CC1. The target protein (Q9JL21) has sequence MGTKPTEQVSWGLYSGYDEEAYSVGPLPELCYKADVQAFSRAFQPSVSLMVAVLGLAGNGLVLATHLAARRTTRSPTSVHLLQLALADLLLALTLPFAAAGALQGWNLGSTTCRAISGLYSASFHAGFLFLACISADRYVAIARALPAGQRPSTPSRAHLVSVFVWLLSLFLALPALLFSRDGPREGQRRCRLIFPESLTQTVKGASAVAQVVLGFALPLGVMAACYALLGRTLLAARGPERRRALRVVVALVVAFVVLQLPYSLALLLDTADLLAARERSCSSSKRKDLALLVTGGLTLVRCSLNPVLYAFLGLRFRRDLRRLLQGGGCSPKPNPRGRCPRRLRLSSCSAPTETHSLSWDN. The pIC50 is 7.2.